From a dataset of Catalyst prediction with 721,799 reactions and 888 catalyst types from USPTO. Predict which catalyst facilitates the given reaction. (1) Reactant: [Br:1][CH2:2][C:3]1[CH:11]=[CH:10][C:6]([C:7]([OH:9])=O)=[C:5]([C:12]2[CH:17]=[CH:16][CH:15]=[CH:14][CH:13]=2)[CH:4]=1.C(Cl)(=O)C(Cl)=O.Cl.[CH3:25][O:26][C:27](=[O:34])[C@H:28]([CH2:30][CH2:31][S:32][CH3:33])[NH2:29].C(N(C(C)C)CC)(C)C. Product: [CH3:25][O:26][C:27](=[O:34])[C@H:28]([CH2:30][CH2:31][S:32][CH3:33])[NH:29][C:7](=[O:9])[C:6]1[CH:10]=[CH:11][C:3]([CH2:2][Br:1])=[CH:4][C:5]=1[C:12]1[CH:17]=[CH:16][CH:15]=[CH:14][CH:13]=1. The catalyst class is: 363. (2) Reactant: [F:1][C:2]([F:25])([F:24])[C:3]([C:9]1[CH:14]=[CH:13][C:12]([N:15]2[CH2:20][CH2:19][NH:18][CH2:17][CH:16]2[C:21]#[C:22][CH3:23])=[CH:11][CH:10]=1)([OH:8])[C:4]([F:7])([F:6])[F:5].C(N(CC)CC)C.[C:33]1([S:39](Cl)(=[O:41])=[O:40])[CH:38]=[CH:37][CH:36]=[CH:35][CH:34]=1. Product: [F:25][C:2]([F:1])([F:24])[C:3]([C:9]1[CH:10]=[CH:11][C:12]([N:15]2[CH2:20][CH2:19][N:18]([S:39]([C:33]3[CH:38]=[CH:37][CH:36]=[CH:35][CH:34]=3)(=[O:41])=[O:40])[CH2:17][C@@H:16]2[C:21]#[C:22][CH3:23])=[CH:13][CH:14]=1)([OH:8])[C:4]([F:7])([F:6])[F:5]. The catalyst class is: 2. (3) Reactant: CC1(C)S[C@@H]2[C@H](NC([C@H](N)C3C=CC=CC=3)=O)C(=[O:9])N2[C@H]1C(O)=O.P([O-])([O-])([O-])=O.[K+].[K+].[K+].CC1N=CC(COP(O)(O)=O)=C(C=O)C=1O.[CH3:49][O:50][C:51]1[CH:60]=[C:59]2[C:54]([CH2:55][CH2:56][C@H:57](N)[CH2:58]2)=[CH:53][CH:52]=1. Product: [CH3:49][O:50][C:51]1[CH:60]=[C:59]2[C:54]([CH2:55][CH2:56][C:57](=[O:9])[CH2:58]2)=[CH:53][CH:52]=1. The catalyst class is: 33. (4) Reactant: [CH:1]1([CH2:4][N:5]2[CH2:30][CH2:29][C@:12]34[C:13]5[C:14]6[O:28][C@H:11]3[C:10](=[O:31])[CH2:9][CH2:8][C@@:7]4([O:32][CH2:33][CH:34]=[CH2:35])[C@H:6]2[CH2:19][C:18]=5[CH:17]=[CH:16][C:15]=6[O:20][CH2:21][C:22]2[CH:27]=[CH:26][CH:25]=[CH:24][CH:23]=2)[CH2:3][CH2:2]1.CCC(C)[BH-](C(C)CC)C(C)CC.[K+]. Product: [CH:1]1([CH2:4][N:5]2[CH2:30][CH2:29][C@:12]34[C:13]5[C:14]6[O:28][C@H:11]3[C@@H:10]([OH:31])[CH2:9][CH2:8][C@@:7]4([O:32][CH2:33][CH:34]=[CH2:35])[C@H:6]2[CH2:19][C:18]=5[CH:17]=[CH:16][C:15]=6[O:20][CH2:21][C:22]2[CH:23]=[CH:24][CH:25]=[CH:26][CH:27]=2)[CH2:3][CH2:2]1. The catalyst class is: 1. (5) Reactant: [N:1]1[C:6]2[NH:7][CH:8]=[CH:9][C:5]=2[CH:4]=[C:3]([CH2:10][CH2:11][CH2:12][CH2:13][N:14]2[CH:18]=[C:17]([C:19]([O:21][CH3:22])=[O:20])[N:16]=[N:15]2)[N:2]=1.[I:23]Cl. Product: [I:23][C:9]1[C:5]2[CH:4]=[C:3]([CH2:10][CH2:11][CH2:12][CH2:13][N:14]3[CH:18]=[C:17]([C:19]([O:21][CH3:22])=[O:20])[N:16]=[N:15]3)[N:2]=[N:1][C:6]=2[NH:7][CH:8]=1. The catalyst class is: 2.